This data is from Reaction yield outcomes from USPTO patents with 853,638 reactions. The task is: Predict the reaction yield, written as a fraction of the theoretical maximum amount of product (1.0 means a 100% yield; for example, 0.34 means a 34% yield). (1) The reactants are [Cl:1][C:2]1[CH:10]=[CH:9][C:5]([C:6]([OH:8])=O)=[CH:4][C:3]=1[N:11]1[C:16]([CH3:17])=[CH:15][C:14]([C:18]([F:21])([F:20])[F:19])=[N:13][C:12]1=[O:22].C(Cl)(=O)C(Cl)=O.CN(C=O)C.[CH3:34][NH:35][C:36]1[CH:41]=[CH:40][CH:39]=[C:38]([F:42])[C:37]=1[Cl:43]. The catalyst is ClCCCl.CN(C)C1C=CN=CC=1. The product is [Cl:1][C:2]1[CH:10]=[CH:9][C:5]([C:6]([N:35]([C:36]2[CH:41]=[CH:40][CH:39]=[C:38]([F:42])[C:37]=2[Cl:43])[CH3:34])=[O:8])=[CH:4][C:3]=1[N:11]1[C:16]([CH3:17])=[CH:15][C:14]([C:18]([F:21])([F:20])[F:19])=[N:13][C:12]1=[O:22]. The yield is 0.250. (2) The reactants are [NH:1]1[C:5]2=[N:6][CH:7]=[CH:8][CH:9]=[C:4]2[CH:3]=[CH:2]1.[H-].[Na+].[C:12]1([S:18](Cl)(=[O:20])=[O:19])[CH:17]=[CH:16][CH:15]=[CH:14][CH:13]=1. The catalyst is O1CCCC1. The product is [C:12]1([S:18]([N:1]2[C:5]3=[N:6][CH:7]=[CH:8][CH:9]=[C:4]3[CH:3]=[CH:2]2)(=[O:20])=[O:19])[CH:17]=[CH:16][CH:15]=[CH:14][CH:13]=1. The yield is 0.690. (3) The yield is 0.150. The reactants are [F:1][C:2]1[CH:7]=[C:6](I)[CH:5]=[CH:4][C:3]=1[N:9]1[CH:14]=[C:13]([O:15][CH3:16])[C:12](=[O:17])[C:11]([C:18]2[N:22]([C:23]3[CH:28]=[CH:27][CH:26]=[CH:25][CH:24]=3)[N:21]=[CH:20][CH:19]=2)=[N:10]1.[Cl:29][C:30]1[CH:31]=[N:32][NH:33][CH:34]=1.C(=NO)C1C(=CC=CC=1)O.C([O-])([O-])=O.[Cs+].[Cs+]. The catalyst is CC#N.O. The product is [Cl:29][C:30]1[CH:31]=[N:32][N:33]([C:6]2[CH:5]=[CH:4][C:3]([N:9]3[CH:14]=[C:13]([O:15][CH3:16])[C:12](=[O:17])[C:11]([C:18]4[N:22]([C:23]5[CH:28]=[CH:27][CH:26]=[CH:25][CH:24]=5)[N:21]=[CH:20][CH:19]=4)=[N:10]3)=[C:2]([F:1])[CH:7]=2)[CH:34]=1. (4) The reactants are [CH2:1]([O:8][C:9]1[CH:14]=[C:13]([O:15][CH2:16][C:17]2[CH:22]=[CH:21][CH:20]=[CH:19][CH:18]=2)[C:12]([CH:23]([CH3:25])[CH3:24])=[CH:11][C:10]=1[C:26]1[O:30][N:29]=[C:28]([C:31]([NH:33][CH2:34][CH3:35])=[O:32])[C:27]=1[C:36]1[CH:40]=[CH:39][NH:38][N:37]=1)[C:2]1[CH:7]=[CH:6][CH:5]=[CH:4][CH:3]=1.I[CH3:42]. No catalyst specified. The product is [CH2:1]([O:8][C:9]1[CH:14]=[C:13]([O:15][CH2:16][C:17]2[CH:18]=[CH:19][CH:20]=[CH:21][CH:22]=2)[C:12]([CH:23]([CH3:25])[CH3:24])=[CH:11][C:10]=1[C:26]1[O:30][N:29]=[C:28]([C:31]([NH:33][CH2:34][CH3:35])=[O:32])[C:27]=1[C:36]1[N:37]([CH3:42])[N:38]=[CH:39][CH:40]=1)[C:2]1[CH:7]=[CH:6][CH:5]=[CH:4][CH:3]=1. The yield is 0.0600. (5) The reactants are [CH:1]([C:3]1[CH:8]=[CH:7][C:6]([N:9]2[CH:13]=[N:12][CH:11]=[N:10]2)=[CH:5][CH:4]=1)=[CH2:2].[Li][CH2:15]CCC.CI. The catalyst is C1COCC1. The product is [CH3:15][C:13]1[N:9]([C:6]2[CH:5]=[CH:4][C:3]([CH:1]=[CH2:2])=[CH:8][CH:7]=2)[N:10]=[CH:11][N:12]=1. The yield is 0.460. (6) The product is [CH3:1][N:2]1[C:8]2[CH:9]=[C:10]([CH2:13][CH2:14][C:15]([O:17][CH3:18])=[O:16])[CH:11]=[CH:12][C:7]=2[C:6]([C:19]2[CH:24]=[CH:23][CH:22]=[CH:21][CH:20]=2)=[N:5][CH2:4][C:3]1=[O:25]. The yield is 0.900. The reactants are [CH3:1][N:2]1[C:8]2[CH:9]=[C:10](/[CH:13]=[CH:14]/[C:15]([O:17][CH3:18])=[O:16])[CH:11]=[CH:12][C:7]=2[C:6]([C:19]2[CH:24]=[CH:23][CH:22]=[CH:21][CH:20]=2)=[N:5][CH2:4][C:3]1=[O:25]. The catalyst is CO. (7) The catalyst is C1COCC1. The product is [CH3:7][C:8]1[CH:9]=[CH:10][C:11]2[O:12][CH2:13][CH2:14][NH:15][C:16]=2[N:17]=1. The yield is 1.00. The reactants are [H-].[Al+3].[Li+].[H-].[H-].[H-].[CH3:7][C:8]1[CH:9]=[CH:10][C:11]2[O:12][CH2:13][C:14](=O)[NH:15][C:16]=2[N:17]=1. (8) The product is [Br:13][C:14]1[CH:21]=[C:20]([N:1]2[C:9]3[CH2:8][CH2:7][CH2:6][CH2:5][C:4]=3[C:3]([C:10]([OH:12])=[O:11])=[N:2]2)[CH:19]=[CH:18][C:15]=1[C:16]#[N:17]. The yield is 0.840. No catalyst specified. The reactants are [NH:1]1[C:9]2[CH2:8][CH2:7][CH2:6][CH2:5][C:4]=2[C:3]([C:10]([OH:12])=[O:11])=[N:2]1.[Br:13][C:14]1[CH:21]=[C:20](F)[CH:19]=[CH:18][C:15]=1[C:16]#[N:17]. (9) The reactants are [C:1]([C:3]1[CH:4]=[C:5]([CH:10]([CH3:32])[C:11]([NH:13][CH2:14][C:15]2[C:16]([N:25]3[CH2:30][CH2:29][CH:28]([CH3:31])[CH2:27][CH2:26]3)=[N:17][C:18]([C:21]([F:24])([F:23])[F:22])=[CH:19][CH:20]=2)=[O:12])[CH:6]=[CH:7][C:8]=1[F:9])#[N:2].O.[BH4-].[Na+]. The catalyst is C(O)C.C(OCC)(=O)C.Cl[Ni]Cl. The product is [NH2:2][CH2:1][C:3]1[CH:4]=[C:5]([CH:10]([CH3:32])[C:11]([NH:13][CH2:14][C:15]2[C:16]([N:25]3[CH2:30][CH2:29][CH:28]([CH3:31])[CH2:27][CH2:26]3)=[N:17][C:18]([C:21]([F:24])([F:23])[F:22])=[CH:19][CH:20]=2)=[O:12])[CH:6]=[CH:7][C:8]=1[F:9]. The yield is 0.350.